From a dataset of Full USPTO retrosynthesis dataset with 1.9M reactions from patents (1976-2016). Predict the reactants needed to synthesize the given product. (1) Given the product [Cl:1][C:2]1[CH:31]=[CH:30][C:5]([CH2:6][N:7]2[C:15]3[C:10](=[CH:11][C:12](/[CH:16]=[C:17]4/[C:18](=[O:29])[N:19]([N:23]5[CH2:24][CH2:25][N:26]([CH2:37][CH2:38][OH:39])[CH2:27][CH2:28]5)[C:20](=[O:22])[S:21]/4)=[CH:13][CH:14]=3)[CH:9]=[N:8]2)=[C:4]([C:32]([F:35])([F:34])[F:33])[CH:3]=1, predict the reactants needed to synthesize it. The reactants are: [Cl:1][C:2]1[CH:31]=[CH:30][C:5]([CH2:6][N:7]2[C:15]3[C:10](=[CH:11][C:12](/[CH:16]=[C:17]4/[C:18](=[O:29])[N:19]([N:23]5[CH2:28][CH2:27][NH:26][CH2:25][CH2:24]5)[C:20](=[O:22])[S:21]/4)=[CH:13][CH:14]=3)[CH:9]=[N:8]2)=[C:4]([C:32]([F:35])([F:34])[F:33])[CH:3]=1.Br[CH2:37][CH2:38][OH:39]. (2) Given the product [C:31]([O:1][CH2:2][C:3]([CH3:29])([CH3:28])[CH2:4][N:5]1[CH2:13][CH:12]2[CH:7]([CH:8]([C:21]3[CH:26]=[CH:25][CH:24]=[CH:23][C:22]=3[CH3:27])[N:9]([C:14]([O:16][C:17]([CH3:20])([CH3:19])[CH3:18])=[O:15])[CH2:10][CH2:11]2)[CH2:6]1)(=[O:32])[CH3:30], predict the reactants needed to synthesize it. The reactants are: [OH:1][CH2:2][C:3]([CH3:29])([CH3:28])[CH2:4][N:5]1[CH2:13][CH:12]2[CH:7]([CH:8]([C:21]3[CH:26]=[CH:25][CH:24]=[CH:23][C:22]=3[CH3:27])[N:9]([C:14]([O:16][C:17]([CH3:20])([CH3:19])[CH3:18])=[O:15])[CH2:10][CH2:11]2)[CH2:6]1.[CH3:30][C:31](OC(C)=O)=[O:32]. (3) Given the product [NH2:2][C:1]([C:3]1[CH:4]=[CH:5][C:6]2[O:10][C:9]([C:11]([NH:13][C:14]3[CH:19]=[CH:18][C:17]([Cl:20])=[CH:16][N:15]=3)=[O:12])=[C:8]([NH:21][C:22]([C@H:24]3[CH2:25][CH2:26][C@H:27]([N:30]4[CH2:34][CH2:33][CH2:32][C:31]4=[O:35])[CH2:28][CH2:29]3)=[O:23])[C:7]=2[CH:36]=1)=[O:38], predict the reactants needed to synthesize it. The reactants are: [C:1]([C:3]1[CH:4]=[CH:5][C:6]2[O:10][C:9]([C:11]([NH:13][C:14]3[CH:19]=[CH:18][C:17]([Cl:20])=[CH:16][N:15]=3)=[O:12])=[C:8]([NH:21][C:22]([C@H:24]3[CH2:29][CH2:28][C@H:27]([N:30]4[CH2:34][CH2:33][CH2:32][C:31]4=[O:35])[CH2:26][CH2:25]3)=[O:23])[C:7]=2[CH:36]=1)#[N:2].[Cl-].[OH:38][NH3+].C[O-].[Na+]. (4) Given the product [N:29]1[N:30]([CH2:38][C:39]([NH:1][C:2]2[CH:7]=[N:6][CH:5]=[C:4]([C:8]([C:10]3[C:18]4[CH:17]=[N:16][CH:15]=[N:14][C:13]=4[N:12]([C@@H:19]([CH3:28])[CH2:20][O:21][CH:22]4[CH2:27][CH2:26][CH2:25][CH2:24][O:23]4)[CH:11]=3)=[O:9])[CH:3]=2)=[O:40])[N:31]=[C:32]2[CH:37]=[CH:36][CH:35]=[CH:34][C:33]=12, predict the reactants needed to synthesize it. The reactants are: [NH2:1][C:2]1[CH:3]=[C:4]([C:8]([C:10]2[C:18]3[CH:17]=[N:16][CH:15]=[N:14][C:13]=3[N:12]([C@@H:19]([CH3:28])[CH2:20][O:21][CH:22]3[CH2:27][CH2:26][CH2:25][CH2:24][O:23]3)[CH:11]=2)=[O:9])[CH:5]=[N:6][CH:7]=1.[N:29]1[N:30]([CH2:38][C:39](O)=[O:40])[N:31]=[C:32]2[CH:37]=[CH:36][CH:35]=[CH:34][C:33]=12. (5) Given the product [C:35]([O:39][C:40](=[O:41])[C:22]1[C:21]([F:26])=[CH:20][C:19]([NH:18][C:16]([O:17][CH:11]([CH3:10])[CH3:6])=[O:55])=[CH:24][C:23]=1[F:25])([CH3:38])([CH3:37])[CH3:36], predict the reactants needed to synthesize it. The reactants are: [Li]CCCC.[CH2:6]1[CH2:11][CH2:10]CCC1.C(N[C:16]([NH:18][C:19]1[CH:24]=[C:23]([F:25])[CH:22]=[C:21]([F:26])[CH:20]=1)=[O:17])(C)C.CN(CCN(C)C)C.[C:35]([O:39][C:40](O[C:40]([O:39][C:35]([CH3:38])([CH3:37])[CH3:36])=[O:41])=[O:41])([CH3:38])([CH3:37])[CH3:36].[NH4+].[Cl-].C1C[O:55]CC1.